This data is from Catalyst prediction with 721,799 reactions and 888 catalyst types from USPTO. The task is: Predict which catalyst facilitates the given reaction. Reactant: O[C:2]1[C:11]2[C:6](=[N:7][CH:8]=[CH:9][CH:10]=2)[N:5]([C:12]2[CH:17]=[CH:16][CH:15]=[CH:14][CH:13]=2)[C:4](=[O:18])[C:3]=1[C:19](=O)[CH2:20][C:21]1[CH:26]=[CH:25][C:24]([O:27][CH3:28])=[CH:23][C:22]=1[O:29][CH3:30].O.[NH2:33][NH2:34]. Product: [CH3:30][O:29][C:22]1[CH:23]=[C:24]([O:27][CH3:28])[CH:25]=[CH:26][C:21]=1[CH2:20][C:19]1[C:3]2[C:4](=[O:18])[N:5]([C:12]3[CH:13]=[CH:14][CH:15]=[CH:16][CH:17]=3)[C:6]3[N:7]=[CH:8][CH:9]=[CH:10][C:11]=3[C:2]=2[NH:34][N:33]=1. The catalyst class is: 3.